The task is: Predict the reactants needed to synthesize the given product.. This data is from Full USPTO retrosynthesis dataset with 1.9M reactions from patents (1976-2016). (1) Given the product [CH3:29][O:28][C:14]1[CH:15]=[C:16]([CH:26]=[CH:27][C:13]=1[NH:12][C:4]1[N:3]=[C:2]([NH:30][C:31]2[CH:32]=[CH:33][C:34]([O:42][CH:43]([CH3:44])[CH3:45])=[C:35]3[C:39]=2[C:38](=[O:40])[N:37]([CH3:41])[CH2:36]3)[C:7]([C:8]([F:11])([F:10])[F:9])=[CH:6][N:5]=1)[CH2:17][P:18](=[O:25])([O:22][CH2:23][CH3:24])[O:19][CH2:20][CH3:21], predict the reactants needed to synthesize it. The reactants are: Cl[C:2]1[C:7]([C:8]([F:11])([F:10])[F:9])=[CH:6][N:5]=[C:4]([NH:12][C:13]2[CH:27]=[CH:26][C:16]([CH2:17][P:18](=[O:25])([O:22][CH2:23][CH3:24])[O:19][CH2:20][CH3:21])=[CH:15][C:14]=2[O:28][CH3:29])[N:3]=1.[NH2:30][C:31]1[CH:32]=[CH:33][C:34]([O:42][CH:43]([CH3:45])[CH3:44])=[C:35]2[C:39]=1[C:38](=[O:40])[N:37]([CH3:41])[CH2:36]2. (2) Given the product [C:47]([O:51][C:52]([N:19]1[CH2:20][C@H:15]([O:14][CH2:13][C:5]2[CH:4]=[C:3]([O:2][CH3:1])[C:12]3[C:7](=[CH:8][CH:9]=[CH:10][CH:11]=3)[CH:6]=2)[C@@H:16]([C:27]2[CH:32]=[CH:31][C:30]([O:33][CH2:34][CH2:35][CH2:36][O:37][C:38]3[CH:43]=[CH:42][CH:41]=[CH:40][C:39]=3[N+:44]([O-:46])=[O:45])=[CH:29][CH:28]=2)[C@H:17]([O:21][CH2:22][C@H:23]([OH:26])[CH2:24][OH:25])[CH2:18]1)=[O:53])([CH3:50])([CH3:49])[CH3:48], predict the reactants needed to synthesize it. The reactants are: [CH3:1][O:2][C:3]1[C:12]2[C:7](=[CH:8][CH:9]=[CH:10][CH:11]=2)[CH:6]=[C:5]([CH2:13][O:14][C@H:15]2[CH2:20][NH:19][CH2:18][C@@H:17]([O:21][CH2:22][C@H:23]([OH:26])[CH2:24][OH:25])[C@@H:16]2[C:27]2[CH:32]=[CH:31][C:30]([O:33][CH2:34][CH2:35][CH2:36][O:37][C:38]3[CH:43]=[CH:42][CH:41]=[CH:40][C:39]=3[N+:44]([O-:46])=[O:45])=[CH:29][CH:28]=2)[CH:4]=1.[C:47]([O:51][C:52](O[C:52]([O:51][C:47]([CH3:50])([CH3:49])[CH3:48])=[O:53])=[O:53])([CH3:50])([CH3:49])[CH3:48]. (3) Given the product [CH2:4]([N:11]1[CH2:17][CH2:16][CH2:15][CH2:14][CH:13]([NH2:18])[CH2:12]1)[C:5]1[CH:6]=[CH:7][CH:8]=[CH:9][CH:10]=1, predict the reactants needed to synthesize it. The reactants are: C(O)=O.[CH2:4]([N:11]1[CH2:17][CH2:16][CH2:15][CH2:14][CH:13]([NH:18]C(C2C=CC=CC=2)(C2C=CC=CC=2)C2C=CC=CC=2)[CH2:12]1)[C:5]1[CH:10]=[CH:9][CH:8]=[CH:7][CH:6]=1. (4) Given the product [Br:1][C:16]1[N:14]2[CH:15]=[C:10]([C:7]3[CH:6]=[CH:5][C:4]([F:3])=[CH:9][CH:8]=3)[CH:11]=[CH:12][C:13]2=[N:18][CH:17]=1, predict the reactants needed to synthesize it. The reactants are: [Br:1]Br.[F:3][C:4]1[CH:9]=[CH:8][C:7]([C:10]2[CH:11]=[CH:12][C:13]3[N:14]([CH:16]=[CH:17][N:18]=3)[CH:15]=2)=[CH:6][CH:5]=1.C(=O)([O-])O.[Na+]. (5) Given the product [Cl:1][C:2]1[CH:3]=[C:4]([C:10]2[N:11]=[C:12]([NH:17][C:18]([C:20]3([C:23]4[CH:33]=[CH:32][C:26]5[O:27][C:28]([F:30])([F:31])[O:29][C:25]=5[CH:24]=4)[CH2:22][CH2:21]3)=[O:19])[CH:13]=[CH:14][C:15]=2[CH3:16])[C:5](=[O:8])[NH:6][CH:7]=1, predict the reactants needed to synthesize it. The reactants are: [Cl:1][C:2]1[CH:3]=[C:4]([C:10]2[C:15]([CH3:16])=[CH:14][CH:13]=[C:12]([NH:17][C:18]([C:20]3([C:23]4[CH:33]=[CH:32][C:26]5[O:27][C:28]([F:31])([F:30])[O:29][C:25]=5[CH:24]=4)[CH2:22][CH2:21]3)=[O:19])[N:11]=2)[C:5]([O:8]C)=[N:6][CH:7]=1.I[Si](C)(C)C. (6) Given the product [Cl:15][C:9]1[CH:10]=[C:11]([Cl:14])[CH:12]=[CH:13][C:8]=1[C:6]1[N:7]=[C:2]([NH:21][CH2:22][CH2:23][NH:24][C:25]2[N:26]=[CH:27][C:28]([C:29]#[N:30])=[CH:31][CH:32]=2)[C:3]2[N:4]([N:16]=[CH:17][N:18]=2)[CH:5]=1, predict the reactants needed to synthesize it. The reactants are: Cl[C:2]1[C:3]2[N:4]([N:16]=[CH:17][N:18]=2)[CH:5]=[C:6]([C:8]2[CH:13]=[CH:12][C:11]([Cl:14])=[CH:10][C:9]=2[Cl:15])[N:7]=1.Cl.Cl.[NH2:21][CH2:22][CH2:23][NH:24][C:25]1[CH:32]=[CH:31][C:28]([C:29]#[N:30])=[CH:27][N:26]=1.C(N(CC)C(C)C)(C)C. (7) Given the product [F:12][C:13]1[CH:14]=[C:15]([CH:18]=[CH:19][CH:20]=1)[CH2:16][O:1][C:2]1[CH:7]=[CH:6][C:5]([N+:8]([O-:10])=[O:9])=[CH:4][C:3]=1[I:11], predict the reactants needed to synthesize it. The reactants are: [OH:1][C:2]1[CH:7]=[CH:6][C:5]([N+:8]([O-:10])=[O:9])=[CH:4][C:3]=1[I:11].[F:12][C:13]1[CH:14]=[C:15]([CH:18]=[CH:19][CH:20]=1)[CH2:16]Br. (8) The reactants are: [Cl:1][C:2]1[N:7]=[CH:6][C:5]([OH:8])=[CH:4][N:3]=1.C(=O)([O-])[O-].[K+].[K+].CN(C)C=O.CS(O[CH2:25][C:26]1[C:31]([F:32])=[C:30]([O:33][CH3:34])[CH:29]=[C:28]([O:35][CH3:36])[C:27]=1[F:37])(=O)=O. Given the product [Cl:1][C:2]1[N:7]=[CH:6][C:5]([O:8][CH2:25][C:26]2[C:27]([F:37])=[C:28]([O:35][CH3:36])[CH:29]=[C:30]([O:33][CH3:34])[C:31]=2[F:32])=[CH:4][N:3]=1, predict the reactants needed to synthesize it. (9) Given the product [C:23]([O:22][C:20](=[O:19])[NH:1][C:2]1[CH:7]=[CH:6][N:5]=[CH:4][C:3]=1[Cl:8])([CH3:26])([CH3:25])[CH3:24], predict the reactants needed to synthesize it. The reactants are: [NH2:1][C:2]1[CH:7]=[CH:6][N:5]=[CH:4][C:3]=1[Cl:8].C[Si]([N-][Si](C)(C)C)(C)C.[Na+].[O:19](C(OC(C)(C)C)=O)[C:20]([O:22][C:23]([CH3:26])([CH3:25])[CH3:24])=O.Cl.